Dataset: Forward reaction prediction with 1.9M reactions from USPTO patents (1976-2016). Task: Predict the product of the given reaction. (1) Given the reactants [Cl:1][C:2]1[CH:10]=[C:9]2[C:5]([C:6]3([CH:16]([O:17][CH:18]([CH3:20])[CH3:19])[CH2:15][C:14](=[O:21])[CH2:13][CH:12]3[C:22]3[CH:27]=[CH:26][CH:25]=[C:24]([Cl:28])[CH:23]=3)[C:7](=[O:11])[NH:8]2)=[CH:4][CH:3]=1.[N-:29]=[N+]=[N-].[Na+], predict the reaction product. The product is: [Cl:1][C:2]1[CH:10]=[C:9]2[C:5]([C@:6]3([C@@H:12]([C:22]4[CH:27]=[CH:26][CH:25]=[C:24]([Cl:28])[CH:23]=4)[CH2:13][C:14](=[O:21])[NH:29][CH2:15][C@H:16]3[O:17][CH:18]([CH3:20])[CH3:19])[C:7](=[O:11])[NH:8]2)=[CH:4][CH:3]=1. (2) Given the reactants [Cl:1][C:2]1[C:22]([N:23]([CH3:25])[CH3:24])=[CH:21][C:5]2[N:6]=[C:7]([C:12]3[CH:13]=[C:14]([CH:18]=[CH:19][CH:20]=3)[C:15]([NH2:17])=[S:16])[CH2:8][C:9](=[O:11])[NH:10][C:4]=2[CH:3]=1.ClC1C(N(C)C)=CC2N=[C:32](C3C=C(C=CC=3)C#N)[CH2:33][C:34](=[O:36])NC=2C=1.C[Si](C)(C)S[Si](C)(C)C.C[O-].[Na+], predict the reaction product. The product is: [Cl:1][C:2]1[C:22]([N:23]([CH3:25])[CH3:24])=[CH:21][C:5]2[N:6]=[C:7]([C:12]3[CH:20]=[CH:19][CH:18]=[C:14]([C:15]4[S:16][CH:32]=[C:33]([CH2:34][OH:36])[N:17]=4)[CH:13]=3)[CH2:8][C:9](=[O:11])[NH:10][C:4]=2[CH:3]=1.[Cl:1][C:2]1[C:22]([N:23]([CH3:25])[CH3:24])=[CH:21][C:5]2[N:6]=[C:7]([C:12]3[CH:13]=[C:14]([CH:18]=[CH:19][CH:20]=3)[C:15]([NH2:17])=[S:16])[CH2:8][C:9](=[O:11])[NH:10][C:4]=2[CH:3]=1. (3) Given the reactants C[O:2][C:3]([C@@H:5]1[CH2:9][C@@H:8]([S:10]([C:13]2[CH:18]=[CH:17][CH:16]=[CH:15][C:14]=2[C:19]([F:22])([F:21])[F:20])(=[O:12])=[O:11])[CH2:7][N:6]1[C:23]1[CH:27]=[C:26]([CH3:28])[NH:25][N:24]=1)=[O:4].[OH-].[Li+], predict the reaction product. The product is: [CH3:28][C:26]1[NH:25][N:24]=[C:23]([N:6]2[CH2:7][C@H:8]([S:10]([C:13]3[CH:18]=[CH:17][CH:16]=[CH:15][C:14]=3[C:19]([F:21])([F:20])[F:22])(=[O:11])=[O:12])[CH2:9][C@H:5]2[C:3]([OH:4])=[O:2])[CH:27]=1. (4) The product is: [CH3:16][C@H:15]1[N:10]([C:8](=[O:9])[C:7]2[CH:33]=[C:34]([CH3:39])[CH:35]=[CH:36][C:6]=2[N:2]2[N:1]=[CH:5][CH:4]=[N:3]2)[CH2:11][C@H:12]([C:17]([NH:21][CH2:20][C:22](=[O:26])[CH3:23])=[O:18])[CH2:13][CH2:14]1. Given the reactants [N:1]1[N:2]([C:6]2[CH:36]=[CH:35][CH:34]=[CH:33][C:7]=2[C:8]([N:10]2[C@H:15]([CH3:16])[CH2:14][CH2:13][C@@H:12]([C:17]3[O:18]C(C4C=CC=CC=4)=[C:20]([C:22](=[O:26])[CH:23]=[N+]=[N-])[N:21]=3)[CH2:11]2)=[O:9])[N:3]=[CH:4][CH:5]=1.Cl.N[CH2:39]C(=O)C.C1CN([P+](ON2N=NC3C=CC=CC2=3)(N2CCCC2)N2CCCC2)CC1.F[P-](F)(F)(F)(F)F.CCN(C(C)C)C(C)C, predict the reaction product. (5) Given the reactants C([O:8][C:9]1[CH:18]=[C:17]2[C:12]([C:13]([O:19][C:20]3[CH:21]=[C:22]4[C:26](=[CH:27][CH:28]=3)[NH:25][CH:24]=[C:23]4[CH3:29])=[N:14][CH:15]=[N:16]2)=[CH:11][C:10]=1[O:30][CH3:31])C1C=CC=CC=1.C([O-])=O.[NH4+], predict the reaction product. The product is: [OH:8][C:9]1[CH:18]=[C:17]2[C:12]([C:13]([O:19][C:20]3[CH:21]=[C:22]4[C:26](=[CH:27][CH:28]=3)[NH:25][CH:24]=[C:23]4[CH3:29])=[N:14][CH:15]=[N:16]2)=[CH:11][C:10]=1[O:30][CH3:31]. (6) The product is: [C:1]([O:5][C:6]([N:8]1[CH2:13][CH2:12][N:11]([C:16]2[CH:21]=[CH:20][C:19]([Cl:22])=[CH:18][CH:17]=2)[CH:10]([CH3:14])[CH2:9]1)=[O:7])([CH3:4])([CH3:2])[CH3:3]. Given the reactants [C:1]([O:5][C:6]([N:8]1[CH2:13][CH2:12][NH:11][CH:10]([CH3:14])[CH2:9]1)=[O:7])([CH3:4])([CH3:3])[CH3:2].Br[C:16]1[CH:21]=[CH:20][C:19]([Cl:22])=[CH:18][CH:17]=1.CC(C)([O-])C.[Na+].C1C=CC(P(C2C(C3C(P(C4C=CC=CC=4)C4C=CC=CC=4)=CC=C4C=3C=CC=C4)=C3C(C=CC=C3)=CC=2)C2C=CC=CC=2)=CC=1, predict the reaction product. (7) Given the reactants [NH2:1][C:2]1[N:7]=[C:6](Cl)[C:5]([C:9]#[N:10])=[C:4]([C:11]2[CH:16]=[CH:15][CH:14]=[CH:13][CH:12]=2)[N:3]=1.[C:17]1(B(O)O)[CH:22]=[CH:21][CH:20]=[CH:19][CH:18]=1.C(=O)([O-])[O-].[Na+].[Na+], predict the reaction product. The product is: [NH2:1][C:2]1[N:7]=[C:6]([C:17]2[CH:22]=[CH:21][CH:20]=[CH:19][CH:18]=2)[C:5]([C:9]#[N:10])=[C:4]([C:11]2[CH:16]=[CH:15][CH:14]=[CH:13][CH:12]=2)[N:3]=1. (8) Given the reactants [Cl:1][C:2]1[CH:3]=[C:4](B(O)O)[CH:5]=[N:6][C:7]=1[Cl:8].Br[C:13]1[CH:25]=[CH:24][C:16]([C:17]([NH:19][S:20]([CH3:23])(=[O:22])=[O:21])=[O:18])=[CH:15][C:14]=1[O:26][CH3:27].C1(OC)CCCC1.C(=O)([O-])[O-].[Na+].[Na+], predict the reaction product. The product is: [Cl:1][C:2]1[CH:3]=[C:4]([C:13]2[CH:25]=[CH:24][C:16]([C:17]([NH:19][S:20]([CH3:23])(=[O:22])=[O:21])=[O:18])=[CH:15][C:14]=2[O:26][CH3:27])[CH:5]=[N:6][C:7]=1[Cl:8].